The task is: Predict the reaction yield, written as a fraction of the theoretical maximum amount of product (1.0 means a 100% yield; for example, 0.34 means a 34% yield).. This data is from Reaction yield outcomes from USPTO patents with 853,638 reactions. (1) The reactants are Br[CH2:2][C:3]([C:5]1[CH:10]=[CH:9][CH:8]=[C:7]([C:11]([F:14])([F:13])[F:12])[CH:6]=1)=[O:4].B.C1COCC1. The catalyst is O1CCCC1.C1(C)C=CC=CC=1. The product is [F:12][C:11]([F:14])([F:13])[C:7]1[CH:6]=[C:5]([C@@H:3]2[CH2:2][O:4]2)[CH:10]=[CH:9][CH:8]=1. The yield is 0.900. (2) The yield is 0.305. The reactants are [CH:1](NC(C)C)(C)C.C([Li])CCC.[Cl:13][C:14]1[CH:15]=[C:16]([N:22]2[C@@H:30]([CH:31]3[CH2:35][CH2:34][CH2:33][CH2:32]3)[C@@H:29]3[C:24]([C:25]4[CH:39]=[CH:38][C:37]([C:40]([O:42]C)=[O:41])=[CH:36][C:26]=4[CH2:27][CH2:28]3)=[N:23]2)[CH:17]=[CH:18][C:19]=1[C:20]#[N:21].IC.C[Si](C)(C)[N-][Si](C)(C)C.[Li+].[OH-].[Na+].Cl. The catalyst is O1CCCC1.CO. The product is [Cl:13][C:14]1[CH:15]=[C:16]([N:22]2[C@@H:30]([CH:31]3[CH2:32][CH2:33][CH2:34][CH2:35]3)[C@:29]3([CH3:1])[C:24]([C:25]4[CH:39]=[CH:38][C:37]([C:40]([OH:42])=[O:41])=[CH:36][C:26]=4[CH2:27][CH2:28]3)=[N:23]2)[CH:17]=[CH:18][C:19]=1[C:20]#[N:21]. (3) The reactants are [Cl:1][C:2]1[N:3]=[C:4]([C:15]2[CH:16]=[N:17][CH:18]=[CH:19][CH:20]=2)[S:5][C:6]=1[N:7](C)[C:8](=O)C(F)(F)F.C(=O)([O-])[O-].[K+].[K+]. No catalyst specified. The product is [Cl:1][C:2]1[N:3]=[C:4]([C:15]2[CH:16]=[N:17][CH:18]=[CH:19][CH:20]=2)[S:5][C:6]=1[NH:7][CH3:8]. The yield is 0.820. (4) The reactants are [O:1]=[C:2]1[NH:8][C:7]2[CH:9]=[CH:10][CH:11]=[CH:12][C:6]=2[O:5][C@H:4]([C:13]2[CH:18]=[CH:17][CH:16]=[CH:15][CH:14]=2)[C@@H:3]1[NH:19][C:20](=[O:26])[O:21][C:22]([CH3:25])([CH3:24])[CH3:23].Br[CH2:28][C:29]([O:31][CH3:32])=[O:30].C(=O)([O-])[O-].[Cs+].[Cs+]. The catalyst is CN(C=O)C.O. The product is [C:22]([O:21][C:20]([NH:19][C@@H:3]1[C:2](=[O:1])[N:8]([CH2:28][C:29]([O:31][CH3:32])=[O:30])[C:7]2[CH:9]=[CH:10][CH:11]=[CH:12][C:6]=2[O:5][C@@H:4]1[C:13]1[CH:18]=[CH:17][CH:16]=[CH:15][CH:14]=1)=[O:26])([CH3:23])([CH3:25])[CH3:24]. The yield is 0.970. (5) The product is [Cl:1][C:2]1[CH:3]=[C:4]([C@H:8]([N:13]2[C:21]3[C:16](=[CH:17][CH:18]=[CH:19][CH:20]=3)[CH2:15][CH2:14]2)[C@H:9]([OH:10])[CH2:11][OH:12])[CH:5]=[CH:6][CH:7]=1. The yield is 0.730. The reactants are [Cl:1][C:2]1[CH:3]=[C:4]([C@H:8]2[O:10][C@@H:9]2[CH2:11][OH:12])[CH:5]=[CH:6][CH:7]=1.[NH:13]1[C:21]2[C:16](=[CH:17][CH:18]=[CH:19][CH:20]=2)[CH2:15][CH2:14]1. No catalyst specified. (6) The reactants are Br[C:2]1[C:3]([C:29]#[N:30])=[C:4]([CH:26]=[CH:27][CH:28]=1)[O:5][C:6]1[CH:24]=[CH:23][C:9]([C:10]([NH:12][CH2:13][C:14]2[C:15]([OH:22])=[N:16][C:17]([CH3:21])=[CH:18][C:19]=2[CH3:20])=[O:11])=[CH:8][C:7]=1[Cl:25].C(OC([N:38]1[CH:42]=[C:41](B2OC(C)(C)C(C)(C)O2)[CH:40]=[N:39]1)=O)(C)(C)C.C(=O)([O-])[O-].[Na+].[Na+]. The catalyst is O1CCOCC1.O.C1C=CC([P]([Pd]([P](C2C=CC=CC=2)(C2C=CC=CC=2)C2C=CC=CC=2)([P](C2C=CC=CC=2)(C2C=CC=CC=2)C2C=CC=CC=2)[P](C2C=CC=CC=2)(C2C=CC=CC=2)C2C=CC=CC=2)(C2C=CC=CC=2)C2C=CC=CC=2)=CC=1. The product is [Cl:25][C:7]1[CH:8]=[C:9]([CH:23]=[CH:24][C:6]=1[O:5][C:4]1[CH:26]=[CH:27][CH:28]=[C:2]([C:41]2[CH:42]=[N:38][NH:39][CH:40]=2)[C:3]=1[C:29]#[N:30])[C:10]([NH:12][CH2:13][C:14]1[C:15]([OH:22])=[N:16][C:17]([CH3:21])=[CH:18][C:19]=1[CH3:20])=[O:11]. The yield is 0.680. (7) The reactants are [F:1][C:2]1[CH:3]=[N:4][CH:5]=[C:6]([F:17])[C:7]=1[C:8]([NH:10][C:11]1[S:12][C:13](Br)=[CH:14][N:15]=1)=[O:9].[F:18][C:19]1([F:38])[O:23][C:22]2[CH:24]=[C:25]([CH3:37])[C:26](B3OC(C)(C)C(C)(C)O3)=[CH:27][C:21]=2[O:20]1.[O-]P([O-])([O-])=O.[K+].[K+].[K+]. The catalyst is C(#N)C.O1CCOCC1.O.C(OCC)(=O)C. The product is [F:1][C:2]1[CH:3]=[N:4][CH:5]=[C:6]([F:17])[C:7]=1[C:8]([NH:10][C:11]1[S:12][C:13]([C:26]2[C:25]([CH3:37])=[CH:24][C:22]3[O:23][C:19]([F:18])([F:38])[O:20][C:21]=3[CH:27]=2)=[CH:14][N:15]=1)=[O:9]. The yield is 0.408.